From a dataset of Reaction yield outcomes from USPTO patents with 853,638 reactions. Predict the reaction yield, written as a fraction of the theoretical maximum amount of product (1.0 means a 100% yield; for example, 0.34 means a 34% yield). (1) The reactants are [Br:1][C:2]1[C:10]([CH3:11])=[CH:9][C:5]2[NH:6][CH:7]=[N:8][C:4]=2[CH:3]=1.[O:12]1[CH:17]=[CH:16][CH2:15][CH2:14][CH2:13]1. The catalyst is C1COCC1.CC1C=CC(S(O)(=O)=O)=CC=1. The product is [Br:1][C:2]1[C:10]([CH3:11])=[CH:9][C:5]2[N:6]([CH:13]3[CH2:14][CH2:15][CH2:16][CH2:17][O:12]3)[CH:7]=[N:8][C:4]=2[CH:3]=1. The yield is 0.710. (2) The product is [Cl:1][C:2]1[CH:3]=[CH:4][C:5]([C:8](=[CH2:13])[C:9]([O:11][CH3:12])=[O:10])=[CH:6][CH:7]=1. The yield is 0.850. The reactants are [Cl:1][C:2]1[CH:7]=[CH:6][C:5]([CH:8]([CH2:13]O)[C:9]([O:11][CH3:12])=[O:10])=[CH:4][CH:3]=1.CS(Cl)(=O)=O. The catalyst is C(Cl)Cl. (3) The reactants are CO[C:3](=[O:24])[C:4]1[CH:9]=[CH:8][C:7]([O:10][CH2:11][C:12]2[C:13]([C:17]3[CH:22]=[CH:21][C:20]([F:23])=[CH:19][CH:18]=3)=[N:14][O:15][CH:16]=2)=[N:6][CH:5]=1.[NH2:25][CH2:26][CH:27]([OH:32])[C:28]([F:31])([F:30])[F:29]. No catalyst specified. The product is [F:23][C:20]1[CH:19]=[CH:18][C:17]([C:13]2[C:12]([CH2:11][O:10][C:7]3[CH:8]=[CH:9][C:4]([C:3]([NH:25][CH2:26][CH:27]([OH:32])[C:28]([F:31])([F:30])[F:29])=[O:24])=[CH:5][N:6]=3)=[CH:16][O:15][N:14]=2)=[CH:22][CH:21]=1. The yield is 0.150. (4) The reactants are [Cl:1][C:2]1[C:3]([CH3:15])=[C:4]([N+:12]([O-:14])=[O:13])[C:5]([OH:11])=[C:6]([C:8](=[O:10])[CH3:9])[CH:7]=1.C(N(CC)CC)C.[F:23][C:24]([F:37])([F:36])[S:25](O[S:25]([C:24]([F:37])([F:36])[F:23])(=[O:27])=[O:26])(=[O:27])=[O:26]. The catalyst is C(Cl)Cl. The product is [F:23][C:24]([F:37])([F:36])[S:25]([O:11][C:5]1[C:6]([C:8](=[O:10])[CH3:9])=[CH:7][C:2]([Cl:1])=[C:3]([CH3:15])[C:4]=1[N+:12]([O-:14])=[O:13])(=[O:27])=[O:26]. The yield is 0.780.